This data is from Full USPTO retrosynthesis dataset with 1.9M reactions from patents (1976-2016). The task is: Predict the reactants needed to synthesize the given product. Given the product [ClH:17].[ClH:17].[ClH:17].[NH2:9][C@H:6]([CH2:5][NH:4][CH2:3][CH2:2][NH2:1])[CH2:7][OH:8], predict the reactants needed to synthesize it. The reactants are: [NH2:1][CH2:2][CH2:3][NH:4][CH2:5][C@@H:6]([NH:9]C(=O)OC(C)(C)C)[CH2:7][OH:8].[ClH:17].